From a dataset of Full USPTO retrosynthesis dataset with 1.9M reactions from patents (1976-2016). Predict the reactants needed to synthesize the given product. (1) Given the product [CH3:1][O:2][CH:3]([O:12][CH3:13])[CH2:4][CH:5]([CH3:11])[C:6]([O:8][CH2:9][CH3:10])=[O:7], predict the reactants needed to synthesize it. The reactants are: [CH3:1][O:2][CH:3]([O:12][CH3:13])/[CH:4]=[C:5](\[CH3:11])/[C:6]([O:8][CH2:9][CH3:10])=[O:7]. (2) Given the product [Cl:41][C:42]1[CH:43]=[CH:44][C:45]([C:48]2[CH:49]=[C:50]([NH:61][C:7]([C:3]3[N:2]=[N:1][CH:6]=[CH:5][CH:4]=3)=[O:9])[CH:51]=[N:52][C:53]=2[O:54][C@@H:55]([CH3:60])[C:56]([F:57])([F:58])[F:59])=[CH:46][CH:47]=1, predict the reactants needed to synthesize it. The reactants are: [N:1]1[CH:6]=[CH:5][CH:4]=[C:3]([C:7]([OH:9])=O)[N:2]=1.CN(C(ON1N=NC2C=CC=CC1=2)=[N+](C)C)C.[B-](F)(F)(F)F.C(N(C(C)C)C(C)C)C.[Cl:41][C:42]1[CH:47]=[CH:46][C:45]([C:48]2[CH:49]=[C:50]([NH2:61])[CH:51]=[N:52][C:53]=2[O:54][C@@H:55]([CH3:60])[C:56]([F:59])([F:58])[F:57])=[CH:44][CH:43]=1. (3) The reactants are: [CH3:1][N:2]1[CH2:7][CH2:6][NH:5][CH2:4][CH2:3]1.C(=O)([O-])[O-].[Cs+].[Cs+].Br[CH2:15][C:16]#[CH:17]. Given the product [CH3:1][N:2]1[CH2:7][CH2:6][N:5]([CH2:17][C:16]#[CH:15])[CH2:4][CH2:3]1, predict the reactants needed to synthesize it.